This data is from Forward reaction prediction with 1.9M reactions from USPTO patents (1976-2016). The task is: Predict the product of the given reaction. (1) Given the reactants [Cl:1][C:2]1[CH:3]=[C:4]2[C:10]([NH2:11])=[CH:9][NH:8][C:5]2=[N:6][CH:7]=1.CN(C(ON1N=NC2C=CC=NC1=2)=[N+](C)C)C.F[P-](F)(F)(F)(F)F.[CH2:36]([N:43]1[CH:47]=[C:46]([C:48](O)=[O:49])[CH:45]=[N:44]1)[C:37]1[CH:42]=[CH:41][CH:40]=[CH:39][CH:38]=1.CCN(C(C)C)C(C)C, predict the reaction product. The product is: [Cl:1][C:2]1[CH:3]=[C:4]2[C:10]([NH:11][C:48]([C:46]3[CH:45]=[N:44][N:43]([CH2:36][C:37]4[CH:42]=[CH:41][CH:40]=[CH:39][CH:38]=4)[CH:47]=3)=[O:49])=[CH:9][NH:8][C:5]2=[N:6][CH:7]=1. (2) Given the reactants [NH2:1][C:2]1[CH:7]=[CH:6][C:5](Br)=[CH:4][C:3]=1/[CH:9]=[CH:10]/[C:11]([O:13][CH2:14][CH3:15])=[O:12].O1CCOCC1.CCN(C(C)C)C(C)C.[CH2:31]([SH:38])[C:32]1[CH:37]=[CH:36][CH:35]=[CH:34][CH:33]=1, predict the reaction product. The product is: [NH2:1][C:2]1[CH:7]=[CH:6][C:5]([S:38][CH2:31][C:32]2[CH:37]=[CH:36][CH:35]=[CH:34][CH:33]=2)=[CH:4][C:3]=1/[CH:9]=[CH:10]/[C:11]([O:13][CH2:14][CH3:15])=[O:12]. (3) Given the reactants N[C:2]1[CH:10]=[C:9]2[C:5]([CH:6]=[N:7][NH:8]2)=[CH:4][CH:3]=1.S(=O)(=O)(O)[OH:12], predict the reaction product. The product is: [OH:12][C:2]1[CH:10]=[C:9]2[C:5]([CH:6]=[N:7][NH:8]2)=[CH:4][CH:3]=1. (4) Given the reactants [F-].C([N+](CCCC)(CCCC)CCCC)CCC.[NH:19]1[C:23]2[CH:24]=[CH:25][CH:26]=[CH:27][C:22]=2[NH:21][C:20]1=[C:28]([C:39]([C:41]1[CH:46]=[CH:45][CH:44]=[C:43]([F:47])[CH:42]=1)=[O:40])[C:29]([C:31]1[CH:32]=[C:33]([CH:36]=[CH:37][CH:38]=1)[CH:34]=O)=[O:30].C1(P(=O)(C2C=CC=CC=2)[CH2:55][C:56]([F:59])([F:58])[F:57])C=CC=CC=1, predict the reaction product. The product is: [NH:21]1[C:22]2[CH:27]=[CH:26][CH:25]=[CH:24][C:23]=2[NH:19][C:20]1=[C:28]([C:29]([C:31]1[CH:38]=[CH:37][CH:36]=[C:33](/[CH:34]=[CH:55]\[C:56]([F:59])([F:58])[F:57])[CH:32]=1)=[O:30])[C:39]([C:41]1[CH:46]=[CH:45][CH:44]=[C:43]([F:47])[CH:42]=1)=[O:40]. (5) Given the reactants [CH3:1][C:2]1[C:6]([C:7]2[CH:12]=[CH:11][CH:10]=[CH:9][CH:8]=2)=[C:5]([NH2:13])[NH:4][N:3]=1.O=[C:15]([C:21]1[CH:26]=[CH:25][CH:24]=[CH:23][CH:22]=1)[CH2:16][C:17](OC)=[O:18], predict the reaction product. The product is: [CH3:1][C:2]1[C:6]([C:7]2[CH:12]=[CH:11][CH:10]=[CH:9][CH:8]=2)=[C:5]2[NH:13][C:15]([C:21]3[CH:26]=[CH:25][CH:24]=[CH:23][CH:22]=3)=[CH:16][C:17](=[O:18])[N:4]2[N:3]=1. (6) Given the reactants [CH2:1]([N:3]([CH2:33][CH3:34])[CH2:4][CH2:5][N:6]1[C:10]2[CH:11]=[C:12]([C:19]#[N:20])[CH:13]=[C:14]([C:15]([F:18])([F:17])[F:16])[C:9]=2[N:8]([CH2:21][C:22]2[CH:27]=[CH:26][CH:25]=[C:24]([C:28]([F:31])([F:30])[F:29])[CH:23]=2)[C:7]1=[O:32])[CH3:2].[OH-].[K+].[C:37](=[O:40])(O)[O-:38].[Na+].O, predict the reaction product. The product is: [F:16][C:15]([F:18])([F:17])[C:37]([OH:38])=[O:40].[CH2:33]([N:3]([CH2:1][CH3:2])[CH2:4][CH2:5][N:6]1[C:10]2[CH:11]=[C:12]([C:19]([NH2:20])=[O:38])[CH:13]=[C:14]([C:15]([F:18])([F:17])[F:16])[C:9]=2[N:8]([CH2:21][C:22]2[CH:27]=[CH:26][CH:25]=[C:24]([C:28]([F:30])([F:31])[F:29])[CH:23]=2)[C:7]1=[O:32])[CH3:34]. (7) Given the reactants [H-].[Al+3].[Li+].[H-].[H-].[H-].C([O:9][C:10]([C:12]1[CH:13]=[N:14][N:15]([C:18]2[CH:23]=[CH:22][CH:21]=[CH:20][N:19]=2)[C:16]=1[CH3:17])=O)C.S([O-])([O-])(=O)=O.[Na+].[Na+], predict the reaction product. The product is: [CH3:17][C:16]1[N:15]([C:18]2[CH:23]=[CH:22][CH:21]=[CH:20][N:19]=2)[N:14]=[CH:13][C:12]=1[CH2:10][OH:9].